From a dataset of Full USPTO retrosynthesis dataset with 1.9M reactions from patents (1976-2016). Predict the reactants needed to synthesize the given product. (1) Given the product [N:16]1([CH2:15][C:7]2[N:6]([CH2:5][CH2:4][NH2:1])[C:10]3[CH:11]=[CH:12][CH:13]=[CH:14][C:9]=3[N:8]=2)[C:20]2[CH:21]=[CH:22][CH:23]=[CH:24][C:19]=2[N:18]=[N:17]1, predict the reactants needed to synthesize it. The reactants are: [N:1]([CH2:4][CH2:5][N:6]1[C:10]2[CH:11]=[CH:12][CH:13]=[CH:14][C:9]=2[N:8]=[C:7]1[CH2:15][N:16]1[C:20]2[CH:21]=[CH:22][CH:23]=[CH:24][C:19]=2[N:18]=[N:17]1)=[N+]=[N-]. (2) The reactants are: Br[C:2]1[CH:3]=[N:4][N:5]2[C:10]([C:11]3[CH:12]=[C:13]([NH:17][C:18](=[O:24])[O:19][CH2:20][CH:21]([CH3:23])[CH3:22])[CH:14]=[CH:15][CH:16]=3)=[CH:9][CH:8]=[N:7][C:6]=12.[S:25]1[CH:29]=[CH:28][CH:27]=[C:26]1B(O)O. Given the product [S:25]1[CH:29]=[CH:28][CH:27]=[C:26]1[C:2]1[CH:3]=[N:4][N:5]2[C:10]([C:11]3[CH:12]=[C:13]([NH:17][C:18](=[O:24])[O:19][CH2:20][CH:21]([CH3:23])[CH3:22])[CH:14]=[CH:15][CH:16]=3)=[CH:9][CH:8]=[N:7][C:6]=12, predict the reactants needed to synthesize it.